From a dataset of Full USPTO retrosynthesis dataset with 1.9M reactions from patents (1976-2016). Predict the reactants needed to synthesize the given product. The reactants are: [NH2:1][C:2]1[C:7]2[CH:8]=[CH:9][N:10]([CH2:11][C:12]([N:14]([CH2:17][CH3:18])[CH2:15][CH3:16])=[O:13])[C:6]=2[CH:5]=[CH:4][N:3]=1.[H-].[Na+].Cl[C:22]1[S:23][C:24]([C:27]#[N:28])=[CH:25][N:26]=1. Given the product [C:27]([C:24]1[S:23][C:22]([NH:1][C:2]2[C:7]3[CH:8]=[CH:9][N:10]([CH2:11][C:12]([N:14]([CH2:17][CH3:18])[CH2:15][CH3:16])=[O:13])[C:6]=3[CH:5]=[CH:4][N:3]=2)=[N:26][CH:25]=1)#[N:28], predict the reactants needed to synthesize it.